Predict the product of the given reaction. From a dataset of Forward reaction prediction with 1.9M reactions from USPTO patents (1976-2016). Given the reactants [Cl:1][C:2]1[CH:7]=[CH:6][N:5]2[N:8]=[C:9]([C:23]3[CH:28]=[CH:27][C:26]([F:29])=[CH:25][CH:24]=3)[C:10]([C:11]3[CH:16]=[CH:15][N:14]=[C:13]([NH:17][CH:18]4[CH2:22][CH2:21][CH2:20][CH2:19]4)[N:12]=3)=[C:4]2[CH:3]=1.C([Li])CCC.C(Cl)(Cl)(Cl)[Cl:36], predict the reaction product. The product is: [CH:18]1([NH:17][C:13]2[N:12]=[C:11]([C:10]3[C:9]([C:23]4[CH:24]=[CH:25][C:26]([F:29])=[CH:27][CH:28]=4)=[N:8][N:5]4[C:6]([Cl:36])=[CH:7][C:2]([Cl:1])=[CH:3][C:4]=34)[CH:16]=[CH:15][N:14]=2)[CH2:19][CH2:20][CH2:21][CH2:22]1.